From a dataset of Catalyst prediction with 721,799 reactions and 888 catalyst types from USPTO. Predict which catalyst facilitates the given reaction. (1) Reactant: [CH3:1][C:2]1[CH:7]=[CH:6][N:5]=[C:4]([S:8][CH3:9])[N:3]=1.[F:10][C:11]1[CH:21]=[CH:20][C:14]([C:15](OCC)=[O:16])=[CH:13][CH:12]=1.C[Si](C)(C)[N-][Si](C)(C)C.[Na+].[NH4+].[Cl-]. Product: [F:10][C:11]1[CH:21]=[CH:20][C:14]([C:15](=[O:16])[CH2:1][C:2]2[CH:7]=[CH:6][N:5]=[C:4]([S:8][CH3:9])[N:3]=2)=[CH:13][CH:12]=1. The catalyst class is: 1. (2) Reactant: [Li+].[OH-].[O:3]=[C:4]1[CH2:8][CH2:7][CH2:6][N:5]1[CH:9]([CH2:14][CH:15]=[CH2:16])[C:10]([O:12]C)=[O:11].Cl. Product: [O:3]=[C:4]1[CH2:8][CH2:7][CH2:6][N:5]1[CH:9]([CH2:14][CH:15]=[CH2:16])[C:10]([OH:12])=[O:11]. The catalyst class is: 1. (3) Reactant: O.[C:2]([C:10]([OH:12])=[O:11])(=[O:9])C1C=CC=CC=1.[CH2:13](O)[CH2:14][CH:15]=[CH2:16]. Product: [C:10]([O:12][CH2:16][CH2:15][CH:14]=[CH2:13])(=[O:11])[CH:2]=[O:9]. The catalyst class is: 626. (4) Reactant: C[CH2:2][N:3](C(C)C)C(C)C.FC(F)(F)C([O-])=O.[F:17][C:18]([F:26])([F:25])[CH2:19][NH:20][C:21]([NH2+]C)=[O:22].C1CN([P+](ON2N=NC3C=CC=CC2=3)(N2CCCC2)N2CCCC2)CC1.F[P-](F)(F)(F)(F)F.[Cl:60][C:61]1[CH:62]=[C:63]([C:68]2([C:82]([F:85])([F:84])[F:83])[O:72][N:71]=[C:70]([C:73]3[S:77][C:76]([C:78](O)=[O:79])=[C:75]([CH3:81])[CH:74]=3)[CH2:69]2)[CH:64]=[C:65]([Cl:67])[CH:66]=1. Product: [F:26][C:18]([F:17])([F:25])[CH2:19][NH:20][C:21]([CH2:2][NH:3][C:78]([C:76]1[S:77][C:73]([C:70]2[CH2:69][C:68]([C:63]3[CH:62]=[C:61]([Cl:60])[CH:66]=[C:65]([Cl:67])[CH:64]=3)([C:82]([F:85])([F:84])[F:83])[O:72][N:71]=2)=[CH:74][C:75]=1[CH3:81])=[O:79])=[O:22]. The catalyst class is: 4. (5) Reactant: [C:1](/[C:3](/[C:27]1[CH:32]=[CH:31][C:30]([O:33][CH3:34])=[C:29]([O:35][CH3:36])[CH:28]=1)=[CH:4]\[C:5]1[S:9][C:8]([N:10]2[CH2:15][CH2:14][CH:13]([O:16][C:17](=[O:26])[CH2:18][N:19]3[CH2:24][CH2:23][N:22]([CH3:25])[CH2:21][CH2:20]3)[CH2:12][CH2:11]2)=[CH:7][CH:6]=1)#[N:2].[CH3:37][S:38]([OH:41])(=[O:40])=[O:39]. Product: [CH3:37][S:38]([OH:41])(=[O:40])=[O:39].[C:1](/[C:3](/[C:27]1[CH:32]=[CH:31][C:30]([O:33][CH3:34])=[C:29]([O:35][CH3:36])[CH:28]=1)=[CH:4]\[C:5]1[S:9][C:8]([N:10]2[CH2:11][CH2:12][CH:13]([O:16][C:17](=[O:26])[CH2:18][N:19]3[CH2:20][CH2:21][N:22]([CH3:25])[CH2:23][CH2:24]3)[CH2:14][CH2:15]2)=[CH:7][CH:6]=1)#[N:2]. The catalyst class is: 5. (6) Reactant: C(OC([N:8]([CH2:31][C@@H:32]([C:41]1[CH:42]=[N:43][CH:44]=[CH:45][CH:46]=1)[O:33][Si](CC)(CC)CC)[C@H:9]([CH3:30])[CH2:10][C:11]1[C:19]2[C:14](=[C:15]([O:20][CH:21]([CH2:27][CH2:28][CH3:29])[C:22]([O:24]CC)=[O:23])[CH:16]=[CH:17][CH:18]=2)[NH:13][CH:12]=1)=O)(C)(C)C.Cl.O. Product: [OH:33][C@H:32]([C:41]1[CH:42]=[N:43][CH:44]=[CH:45][CH:46]=1)[CH2:31][NH:8][C@H:9]([CH3:30])[CH2:10][C:11]1[C:19]2[C:14](=[C:15]([O:20][CH:21]([CH2:27][CH2:28][CH3:29])[C:22]([OH:24])=[O:23])[CH:16]=[CH:17][CH:18]=2)[NH:13][CH:12]=1. The catalyst class is: 714. (7) Reactant: [NH2:1][C:2]1[CH:7]=[CH:6][C:5]([C:8]2[N:17]=[C:16]([C:18]([OH:20])=[O:19])[C:15]3[C:10](=[CH:11][CH:12]=[CH:13][CH:14]=3)[N:9]=2)=[CH:4][CH:3]=1.[C:21](OC(=O)C)(=[O:23])[CH3:22].[OH-].[K+]. Product: [C:21]([NH:1][C:2]1[CH:7]=[CH:6][C:5]([C:8]2[N:17]=[C:16]([C:18]([OH:20])=[O:19])[C:15]3[C:10](=[CH:11][CH:12]=[CH:13][CH:14]=3)[N:9]=2)=[CH:4][CH:3]=1)(=[O:23])[CH3:22]. The catalyst class is: 7.